Dataset: Catalyst prediction with 721,799 reactions and 888 catalyst types from USPTO. Task: Predict which catalyst facilitates the given reaction. Reactant: Cl.[NH:2]1[CH2:5][CH2:4][CH2:3]1.[O:6]=[C:7]1[C:15](=[C:16]2[C:24]3[C:19](=[CH:20][CH:21]=[CH:22][CH:23]=3)[CH:18]([CH2:25][CH2:26]OS(C)(=O)=O)[O:17]2)[C:14]2[C:9](=[CH:10][CH:11]=[CH:12][CH:13]=2)[NH:8]1.O1CCOCC1.C(N(CC)CC)C. Product: [N:2]1([CH2:26][CH2:25][CH:18]2[C:19]3[C:24](=[CH:23][CH:22]=[CH:21][CH:20]=3)[C:16](=[C:15]3[C:14]4[C:9](=[CH:10][CH:11]=[CH:12][CH:13]=4)[NH:8][C:7]3=[O:6])[O:17]2)[CH2:5][CH2:4][CH2:3]1. The catalyst class is: 1.